This data is from Full USPTO retrosynthesis dataset with 1.9M reactions from patents (1976-2016). The task is: Predict the reactants needed to synthesize the given product. (1) Given the product [CH2:17]([NH:6][C@H:5]([C:4]([OH:3])=[O:9])[CH2:7][OH:8])[C:18]1[CH:23]=[CH:22][CH:21]=[CH:20][CH:19]=1, predict the reactants needed to synthesize it. The reactants are: Cl.C[O:3][C:4](=[O:9])[C@H:5]([CH2:7][OH:8])[NH2:6].C(N(CC)CC)C.[CH:17](=O)[C:18]1[CH:23]=[CH:22][CH:21]=[CH:20][CH:19]=1.[BH4-].[Na+].[OH-].[Na+].Cl. (2) Given the product [I:2][C:14]1[C:15]2[CH:22]=[CH:21][CH:20]=[CH:19][C:16]=2[S:17][CH:18]=1, predict the reactants needed to synthesize it. The reactants are: [Na+].[I-:2].CN[C@@H]1CCCC[C@H]1NC.Br[C:14]1[C:15]2[CH:22]=[CH:21][CH:20]=[CH:19][C:16]=2[S:17][CH:18]=1.C1(C)C=CC=C(C)C=1. (3) Given the product [C:22]([C:18]1[CH:17]=[C:16]([CH2:15][CH2:14][N:11]2[CH2:10][CH2:9][NH:8][CH2:13][CH2:12]2)[CH:21]=[CH:20][N:19]=1)#[N:23], predict the reactants needed to synthesize it. The reactants are: C([N:8]1[CH2:13][CH2:12][N:11]([CH2:14][CH2:15][C:16]2[CH:21]=[CH:20][N:19]=[C:18]([C:22]#[N:23])[CH:17]=2)[CH2:10][CH2:9]1)(OC(C)(C)C)=O.Cl.[OH-].[NH4+].